Dataset: Forward reaction prediction with 1.9M reactions from USPTO patents (1976-2016). Task: Predict the product of the given reaction. (1) The product is: [O:1]=[C:2]1[NH:7][N:6]=[C:5]([C:8]([NH:28][CH2:27][C@H:24]2[CH2:23][CH2:22][C@@H:21]([CH2:20][CH2:19][O:12][C:13]3[CH:14]=[CH:15][CH:16]=[CH:17][CH:18]=3)[CH2:26][CH2:25]2)=[O:10])[CH:4]=[CH:3]1. Given the reactants [O:1]=[C:2]1[NH:7][N:6]=[C:5]([C:8]([OH:10])=O)[CH:4]=[CH:3]1.Cl.[O:12]([CH2:19][CH2:20][C@@H:21]1[CH2:26][CH2:25][C@H:24]([CH2:27][NH2:28])[CH2:23][CH2:22]1)[C:13]1[CH:18]=[CH:17][CH:16]=[CH:15][CH:14]=1, predict the reaction product. (2) Given the reactants [Cl:1][C:2]1[CH:15]=[CH:14][CH:13]=[CH:12][C:3]=1[CH2:4][CH:5]1[NH:9][C:8](=[O:10])[NH:7][C:6]1=[O:11].CN(C=O)C.C([O-])([O-])=O.[K+].[K+].[CH3:27][O:28][C:29]1[CH:36]=[CH:35][C:32]([CH2:33]Cl)=[CH:31][CH:30]=1, predict the reaction product. The product is: [Cl:1][C:2]1[CH:15]=[CH:14][CH:13]=[CH:12][C:3]=1[CH2:4][CH:5]1[NH:9][C:8](=[O:10])[N:7]([CH2:33][C:32]2[CH:35]=[CH:36][C:29]([O:28][CH3:27])=[CH:30][CH:31]=2)[C:6]1=[O:11]. (3) Given the reactants [C:1](O)(=O)C(O)=O.[CH3:7][O:8][C:9]1[CH:10]=[C:11]([CH2:17][C@:18]2([CH2:32][CH2:33][C:34]([O:36][C:37]([CH3:40])([CH3:39])[CH3:38])=[O:35])[C:27]3[C:22](=[CH:23][C:24]([O:30][CH3:31])=[C:25]([O:28][CH3:29])[CH:26]=3)[CH2:21][CH2:20][NH:19]2)[CH:12]=[CH:13][C:14]=1[O:15][CH3:16].C(=O)(O)[O-].[Na+].ClCCl.[I:49]C, predict the reaction product. The product is: [I-:49].[CH3:7][O:8][C:9]1[CH:10]=[C:11]([CH2:17][C@:18]2([CH2:32][CH2:33][C:34]([O:36][C:37]([CH3:40])([CH3:39])[CH3:38])=[O:35])[C:27]3[C:22](=[CH:23][C:24]([O:30][CH3:31])=[C:25]([O:28][CH3:29])[CH:26]=3)[CH2:21][CH2:20][NH+:19]2[CH3:1])[CH:12]=[CH:13][C:14]=1[O:15][CH3:16]. (4) Given the reactants O.[C:2]([O-:5])(=[O:4])[CH3:3].[Ca+2:6].[C:7]([O-:10])(=[O:9])[CH3:8], predict the reaction product. The product is: [C:2]([O-:5])(=[O:4])[CH3:3].[Ca+2:6].[C:7]([O-:10])(=[O:9])[CH3:8]. (5) Given the reactants [CH3:1][C:2]1[N:3]=[C:4]([NH2:8])[S:5][C:6]=1[CH3:7].Cl.Cl[CH2:11][CH2:12][N:13]1[CH2:18][CH2:17][O:16][CH2:15][CH2:14]1.C(N(CC)CC)C, predict the reaction product. The product is: [CH3:1][C:2]1[N:3]([CH2:11][CH2:12][N:13]2[CH2:18][CH2:17][O:16][CH2:15][CH2:14]2)[C:4](=[NH:8])[S:5][C:6]=1[CH3:7]. (6) Given the reactants [Cl:1][C:2]1[CH:7]=[CH:6][C:5]([C:8]2[CH:9]=[C:10]([C:21]#[N:22])[S:11][C:12]=2[C:13]2[CH:18]=[CH:17][C:16]([Cl:19])=[CH:15][C:14]=2[CH3:20])=[C:4]([CH3:23])[CH:3]=1.[N-:24]=[N+:25]=[N-:26].[Na+], predict the reaction product. The product is: [Cl:1][C:2]1[CH:7]=[CH:6][C:5]([C:8]2[CH:9]=[C:10]([C:21]3[NH:24][N:25]=[N:26][N:22]=3)[S:11][C:12]=2[C:13]2[CH:18]=[CH:17][C:16]([Cl:19])=[CH:15][C:14]=2[CH3:20])=[C:4]([CH3:23])[CH:3]=1. (7) Given the reactants [Cl:1][C:2]1[CH:7]=[CH:6][C:5]([C:8]2[N:13]=[C:12]([C:14]([OH:16])=O)[CH:11]=[CH:10][C:9]=2[O:17][CH2:18][CH:19]2[CH2:21][CH2:20]2)=[CH:4][CH:3]=1.[CH:22]1([C:25]2[O:26][CH:27]=[C:28]([CH2:30][NH2:31])[N:29]=2)[CH2:24][CH2:23]1, predict the reaction product. The product is: [CH:22]1([C:25]2[O:26][CH:27]=[C:28]([CH2:30][NH:31][C:14]([C:12]3[CH:11]=[CH:10][C:9]([O:17][CH2:18][CH:19]4[CH2:21][CH2:20]4)=[C:8]([C:5]4[CH:4]=[CH:3][C:2]([Cl:1])=[CH:7][CH:6]=4)[N:13]=3)=[O:16])[N:29]=2)[CH2:24][CH2:23]1.